Dataset: Catalyst prediction with 721,799 reactions and 888 catalyst types from USPTO. Task: Predict which catalyst facilitates the given reaction. (1) Reactant: N(C(OCC)=O)=NC(OCC)=O.C1(P(C2C=CC=CC=2)C2C=CC=CC=2)C=CC=CC=1.[OH:32][CH2:33][CH2:34][NH:35][C:36](=[O:42])[O:37][C:38]([CH3:41])([CH3:40])[CH3:39].[C:43]([C:46]1[CH:53]=[C:52]([Cl:54])[C:49]([C:50]#[N:51])=[C:48]([I:55])[C:47]=1O)(=[O:45])[CH3:44]. Product: [C:43]([C:46]1[C:47]([O:32][CH2:33][CH2:34][NH:35][C:36](=[O:42])[O:37][C:38]([CH3:39])([CH3:41])[CH3:40])=[C:48]([I:55])[C:49]([C:50]#[N:51])=[C:52]([Cl:54])[CH:53]=1)(=[O:45])[CH3:44]. The catalyst class is: 54. (2) Reactant: Cl.C(OC([N:9]1[CH2:14][CH2:13][CH:12]([C:15]2[N:20]=[CH:19][C:18]([C:21]([O:23][CH3:24])=[O:22])=[CH:17][N:16]=2)[CH2:11][CH2:10]1)=O)(C)(C)C. Product: [NH:9]1[CH2:14][CH2:13][CH:12]([C:15]2[N:16]=[CH:17][C:18]([C:21]([O:23][CH3:24])=[O:22])=[CH:19][N:20]=2)[CH2:11][CH2:10]1. The catalyst class is: 5. (3) Reactant: C[Al](C)C.[C:5](C1C=C(C)C=C(C(C)(C)C)C=1O)(C)(C)C.[CH2:21]([C@@H:26]1[CH2:30][CH2:29][CH2:28][C:27]1=[O:31])[CH2:22][CH2:23][CH:24]=[CH2:25].[Li]C.CCOCC.Cl. Product: [CH3:5][C@@:27]1([OH:31])[CH2:28][CH2:29][CH2:30][C@H:26]1[CH2:21][CH2:22][CH2:23][CH:24]=[CH2:25]. The catalyst class is: 11.